Predict the reactants needed to synthesize the given product. From a dataset of Full USPTO retrosynthesis dataset with 1.9M reactions from patents (1976-2016). (1) Given the product [C:4]([C:3]1[CH:12]=[C:13]([N+:16]([O-:18])=[O:17])[CH:14]=[CH:15][C:2]=1[NH:1][C:26](=[O:27])[CH2:25][C:19]1[CH:24]=[CH:23][CH:22]=[CH:21][CH:20]=1)(=[O:5])[C:6]1[CH:7]=[CH:8][CH:9]=[CH:10][CH:11]=1, predict the reactants needed to synthesize it. The reactants are: [NH2:1][C:2]1[CH:15]=[CH:14][C:13]([N+:16]([O-:18])=[O:17])=[CH:12][C:3]=1[C:4]([C:6]1[CH:11]=[CH:10][CH:9]=[CH:8][CH:7]=1)=[O:5].[C:19]1([CH2:25][C:26](Cl)=[O:27])[CH:24]=[CH:23][CH:22]=[CH:21][CH:20]=1. (2) Given the product [CH2:1]([O:3][C:4](=[O:32])[CH2:5][N:6]1[C:14]2[CH2:13][CH2:12][CH2:11][C@@H:10]([NH:15][S:16]([C:19]3[CH:24]=[C:23]([C:25]([F:27])([F:28])[F:26])[CH:22]=[C:21]([CH:29]([CH3:31])[CH3:30])[CH:20]=3)(=[O:18])=[O:17])[C:9]=2[CH:8]=[N:7]1)[CH3:2], predict the reactants needed to synthesize it. The reactants are: [CH2:1]([O:3][C:4](=[O:32])[CH2:5][N:6]1[C:14]2[CH2:13][CH2:12][CH2:11][C@@H:10]([NH:15][S:16]([C:19]3[CH:24]=[C:23]([C:25]([F:28])([F:27])[F:26])[CH:22]=[C:21]([C:29]([CH3:31])=[CH2:30])[CH:20]=3)(=[O:18])=[O:17])[C:9]=2[CH:8]=[N:7]1)[CH3:2]. (3) Given the product [CH:5]1([C:6](=[O:10])[C:7]([O:9][CH2:22][CH2:23][CH:24]([CH3:31])[CH2:25][CH2:26][CH:27]=[C:28]([CH3:30])[CH3:29])=[O:8])[CH2:4][CH2:3][CH2:2][CH2:11][CH2:12]1, predict the reactants needed to synthesize it. The reactants are: C[CH:2]([CH2:11][CH2:12]C=C(C)C)[CH2:3][CH2:4][CH2:5][C:6](=[O:10])[C:7]([O-:9])=[O:8].O=C(CCC)C(O[CH2:22][CH2:23][CH:24]([CH3:31])[CH2:25][CH2:26][CH:27]=[C:28]([CH3:30])[CH3:29])=O.CC(CCC=C(C)C)CCC(C)C(=O)C([O-])=O.CC(CC)C(=O)C(OCCC(C)CCC=C(C)C)=O.C(C1C=CC(C(=O)C(OCCC(C)CCC=C(C)C)=O)=CC=1)(=O)C.CC(CCCCCCCCCCCC)C(=O)C(OCCC(C)CCC=C(C)C)=O.O=C(C1C=CC=CC=1)C(OCCC(C)CCC=C(C)C)=O.O=C(CCCCCCCCCCCCCC)C(OCCC(C)CCC=C(C)C)=O. (4) Given the product [CH3:29][C:23]1[NH:22][C:21](=[O:30])[C:20]([CH2:19][NH:18][C:15]([C:8]2[C:7]3[CH:6]=[CH:5][NH:4][C:12]=3[C:11]([O:13][CH3:14])=[CH:10][CH:9]=2)=[O:17])=[C:25]([CH2:26][CH2:27][CH3:28])[CH:24]=1, predict the reactants needed to synthesize it. The reactants are: CC([N:4]1[C:12]2[C:11]([O:13][CH3:14])=[CH:10][CH:9]=[C:8]([C:15]([OH:17])=O)[C:7]=2[CH:6]=[CH:5]1)C.[NH2:18][CH2:19][C:20]1[C:21](=[O:30])[NH:22][C:23]([CH3:29])=[CH:24][C:25]=1[CH2:26][CH2:27][CH3:28].ON1C2N=CC=CC=2N=N1.C(Cl)CCl.CN1CCOCC1.